This data is from Full USPTO retrosynthesis dataset with 1.9M reactions from patents (1976-2016). The task is: Predict the reactants needed to synthesize the given product. (1) Given the product [CH2:10]([O:12][C:13](=[O:17])[CH:14]=[CH:15][C:2]#[C:1][C:3]1[CH:8]=[CH:7][C:6]([NH2:9])=[CH:5][CH:4]=1)[CH3:11], predict the reactants needed to synthesize it. The reactants are: [C:1]([C:3]1[CH:8]=[CH:7][C:6]([NH2:9])=[CH:5][CH:4]=1)#[CH:2].[CH2:10]([O:12][C:13](=[O:17])/[CH:14]=[CH:15]\I)[CH3:11]. (2) Given the product [C:1]([O:5][C:6]([N:8]1[CH2:13][CH2:12][CH:11]([O:14][C:15]2[C:20]([F:21])=[CH:19][C:18]([C:22]3[CH2:23][CH2:24][C:25](=[O:26])[NH:34][N:33]=3)=[CH:17][C:16]=2[F:31])[CH2:10][CH2:9]1)=[O:7])([CH3:4])([CH3:3])[CH3:2], predict the reactants needed to synthesize it. The reactants are: [C:1]([O:5][C:6]([N:8]1[CH2:13][CH2:12][CH:11]([O:14][C:15]2[C:20]([F:21])=[CH:19][C:18]([C:22](=O)[CH2:23][CH2:24][C:25](OCC)=[O:26])=[CH:17][C:16]=2[F:31])[CH2:10][CH2:9]1)=[O:7])([CH3:4])([CH3:3])[CH3:2].O.[NH2:33][NH2:34]. (3) Given the product [C:33]([NH:32][S:29]([N:5]([CH2:4][C:3]([OH:37])=[O:2])[CH2:6][C:7]1[CH:8]=[CH:9][C:10]([O:13][CH2:14][CH2:15][C:16]2[N:17]=[C:18]([C:22]3[CH:23]=[CH:24][C:25]([CH3:28])=[CH:26][CH:27]=3)[O:19][C:20]=2[CH3:21])=[CH:11][CH:12]=1)(=[O:30])=[O:31])([CH3:36])([CH3:34])[CH3:35], predict the reactants needed to synthesize it. The reactants are: C[O:2][C:3](=[O:37])[CH2:4][N:5]([S:29]([NH:32][C:33]([CH3:36])([CH3:35])[CH3:34])(=[O:31])=[O:30])[CH2:6][C:7]1[CH:12]=[CH:11][C:10]([O:13][CH2:14][CH2:15][C:16]2[N:17]=[C:18]([C:22]3[CH:27]=[CH:26][C:25]([CH3:28])=[CH:24][CH:23]=3)[O:19][C:20]=2[CH3:21])=[CH:9][CH:8]=1.O.[OH-].[Li+]. (4) The reactants are: [NH2:1][CH:2]1[CH2:7][CH2:6][N:5]([CH2:8][CH2:9][N:10]2[C:15]3[CH:16]=[C:17]([C:20]#[N:21])[CH:18]=[CH:19][C:14]=3[O:13][CH2:12][C:11]2=[O:22])[CH2:4][CH2:3]1.[O:23]=[C:24]1[CH2:29][O:28][C:27]2[CH:30]=[CH:31][C:32]([CH:34]=O)=[N:33][C:26]=2[NH:25]1.C([BH3-])#N.[Na+]. Given the product [O:22]=[C:11]1[N:10]([CH2:9][CH2:8][N:5]2[CH2:6][CH2:7][CH:2]([NH:1][CH2:34][C:32]3[CH:31]=[CH:30][C:27]4[O:28][CH2:29][C:24](=[O:23])[NH:25][C:26]=4[N:33]=3)[CH2:3][CH2:4]2)[C:15]2[CH:16]=[C:17]([C:20]#[N:21])[CH:18]=[CH:19][C:14]=2[O:13][CH2:12]1, predict the reactants needed to synthesize it. (5) Given the product [CH3:1][O:2][C:3]1[CH:18]=[CH:17][CH:16]=[CH:15][C:4]=1[O:5][C:6]1[CH:11]=[CH:10][C:9]([NH2:12])=[CH:8][CH:7]=1, predict the reactants needed to synthesize it. The reactants are: [CH3:1][O:2][C:3]1[CH:18]=[CH:17][CH:16]=[CH:15][C:4]=1[O:5][C:6]1[CH:11]=[CH:10][C:9]([N+:12]([O-])=O)=[CH:8][CH:7]=1.